Dataset: Reaction yield outcomes from USPTO patents with 853,638 reactions. Task: Predict the reaction yield, written as a fraction of the theoretical maximum amount of product (1.0 means a 100% yield; for example, 0.34 means a 34% yield). The reactants are [N:1]1[N:2]([C:6]2[N:11]=[C:10]([NH:12][C:13]([C:15]3[C:19]4[N:20]=[C:21](Cl)[N:22]=[CH:23][C:18]=4[S:17][CH:16]=3)=[O:14])[CH:9]=[CH:8][CH:7]=2)[N:3]=[CH:4][CH:5]=1.[NH2:25][C@@H:26]1[CH2:31][CH2:30][O:29][CH2:28][C@@H:27]1[NH:32][C:33](=[O:39])[O:34][C:35]([CH3:38])([CH3:37])[CH3:36].CCN(C(C)C)C(C)C. The catalyst is O1CCOCC1.CCOC(C)=O. The product is [N:1]1[N:2]([C:6]2[N:11]=[C:10]([NH:12][C:13]([C:15]3[C:19]4[N:20]=[C:21]([NH:25][C@@H:26]5[CH2:31][CH2:30][O:29][CH2:28][C@@H:27]5[NH:32][C:33](=[O:39])[O:34][C:35]([CH3:37])([CH3:36])[CH3:38])[N:22]=[CH:23][C:18]=4[S:17][CH:16]=3)=[O:14])[CH:9]=[CH:8][CH:7]=2)[N:3]=[CH:4][CH:5]=1. The yield is 0.629.